Dataset: Full USPTO retrosynthesis dataset with 1.9M reactions from patents (1976-2016). Task: Predict the reactants needed to synthesize the given product. (1) Given the product [Br:1][C:2]1[CH:7]=[C:6]([CH3:8])[CH:5]=[C:4](/[C:9](=[N:31]/[C:30]2[C:32]([CH:36]([CH3:37])[CH3:38])=[CH:33][CH:34]=[CH:35][C:29]=2[CH:26]([CH3:28])[CH3:27])/[CH3:10])[C:3]=1[OH:12], predict the reactants needed to synthesize it. The reactants are: [Br:1][C:2]1[C:3]([OH:12])=[C:4]([C:9](=O)[CH3:10])[CH:5]=[C:6]([CH3:8])[CH:7]=1.[Si](OCC)(OCC)(OCC)OCC.[CH:26]([C:29]1[CH:35]=[CH:34][CH:33]=[C:32]([CH:36]([CH3:38])[CH3:37])[C:30]=1[NH2:31])([CH3:28])[CH3:27].OS(O)(=O)=O. (2) Given the product [CH2:1]([O:8][C:9]([N:11]1[CH2:16][CH2:15][C@@H:14]([NH2:17])[C@H:13]([O:20][CH3:21])[CH2:12]1)=[O:10])[C:2]1[CH:7]=[CH:6][CH:5]=[CH:4][CH:3]=1, predict the reactants needed to synthesize it. The reactants are: [CH2:1]([O:8][C:9]([N:11]1[CH2:16][CH2:15][C@@H:14]([N:17]=[N+]=[N-])[C@H:13]([O:20][CH3:21])[CH2:12]1)=[O:10])[C:2]1[CH:7]=[CH:6][CH:5]=[CH:4][CH:3]=1.[Cl-].[NH4+].O1CCCC1CO. (3) Given the product [Br:1][C:2]1[CH:7]=[CH:6][C:5]([F:8])=[CH:4][C:3]=1[C:9]([N:11]1[CH2:16][CH2:15][N:14]([C:17]2[N:18]=[CH:19][C:20]([C:23]3[N:24]=[N:25][N:26]([CH2:28][C:29]([OH:31])=[O:30])[N:27]=3)=[N:21][CH:22]=2)[CH2:13][CH2:12]1)=[O:10], predict the reactants needed to synthesize it. The reactants are: [Br:1][C:2]1[CH:7]=[CH:6][C:5]([F:8])=[CH:4][C:3]=1[C:9]([N:11]1[CH2:16][CH2:15][N:14]([C:17]2[N:18]=[CH:19][C:20]([C:23]3[N:24]=[N:25][N:26]([CH2:28][C:29]([O:31]CC)=[O:30])[N:27]=3)=[N:21][CH:22]=2)[CH2:13][CH2:12]1)=[O:10].[Li+].[OH-].Cl. (4) Given the product [CH2:19]([O:10][C:9](=[O:11])[C:8]1[CH:12]=[C:13]([N+:16]([O-:18])=[O:17])[C:14]([F:15])=[C:6]([Br:5])[CH:7]=1)[CH3:20], predict the reactants needed to synthesize it. The reactants are: O=S(Cl)Cl.[Br:5][C:6]1[CH:7]=[C:8]([CH:12]=[C:13]([N+:16]([O-:18])=[O:17])[C:14]=1[F:15])[C:9]([OH:11])=[O:10].[CH3:19][CH2:20]O. (5) Given the product [CH3:31][O:32][C@H:33]1[CH2:37][O:36][CH2:35][C@H:34]1[O:11][CH2:12][CH2:13][O:14][CH:15]1[CH2:16][CH2:17][NH:18][CH2:19][CH2:20]1, predict the reactants needed to synthesize it. The reactants are: CC1C=CC(S([O:11][CH2:12][CH2:13][O:14][CH:15]2[CH2:20][CH2:19][N:18](C(OCC3C=CC=CC=3)=O)[CH2:17][CH2:16]2)(=O)=O)=CC=1.[CH3:31][O:32][CH:33]1[CH2:37][O:36][CH2:35][CH:34]1O.